Dataset: Full USPTO retrosynthesis dataset with 1.9M reactions from patents (1976-2016). Task: Predict the reactants needed to synthesize the given product. (1) Given the product [N:1]1([C:12]([O:14][C:15]([CH3:18])([CH3:17])[CH3:16])=[O:13])[CH2:6][CH2:5][CH2:4][C@H:3]([C:7]([O:9][CH2:10][CH3:11])=[O:8])[CH2:2]1, predict the reactants needed to synthesize it. The reactants are: [NH:1]1[CH2:6][CH2:5][CH2:4][C@H:3]([C:7]([O:9][CH2:10][CH3:11])=[O:8])[CH2:2]1.[C:12](O[C:12]([O:14][C:15]([CH3:18])([CH3:17])[CH3:16])=[O:13])([O:14][C:15]([CH3:18])([CH3:17])[CH3:16])=[O:13]. (2) Given the product [CH2:10]1[C:11]2[C:16](=[CH:15][CH:14]=[CH:13][CH:12]=2)[CH2:17][CH2:18][N:9]1[CH2:8][CH:7]([OH:19])[CH2:6][O:5][C:4]1[CH:20]=[CH:21][CH:22]=[C:2]([B:26]2[O:27][C:28]([CH3:30])([CH3:29])[C:24]([CH3:40])([CH3:23])[O:25]2)[CH:3]=1, predict the reactants needed to synthesize it. The reactants are: Br[C:2]1[CH:3]=[C:4]([CH:20]=[CH:21][CH:22]=1)[O:5][CH2:6][CH:7]([OH:19])[CH2:8][N:9]1[CH2:18][CH2:17][C:16]2[C:11](=[CH:12][CH:13]=[CH:14][CH:15]=2)[CH2:10]1.[CH3:23][C:24]1([CH3:40])[C:28]([CH3:30])([CH3:29])[O:27][B:26]([B:26]2[O:27][C:28]([CH3:30])([CH3:29])[C:24]([CH3:40])([CH3:23])[O:25]2)[O:25]1.CC([O-])=O.[K+].O.